The task is: Predict the reactants needed to synthesize the given product.. This data is from Full USPTO retrosynthesis dataset with 1.9M reactions from patents (1976-2016). (1) Given the product [CH3:1][O:2][C:3]1[CH:4]=[C:5]([CH:19]=[CH:20][C:21]=1[O:22][CH3:23])[C:6]([C:8]1[N:12]([CH3:13])[C:11]([CH2:14][C:15]([OH:17])=[O:16])=[CH:10][CH:9]=1)=[O:7], predict the reactants needed to synthesize it. The reactants are: [CH3:1][O:2][C:3]1[CH:4]=[C:5]([CH:19]=[CH:20][C:21]=1[O:22][CH3:23])[C:6]([C:8]1[N:12]([CH3:13])[C:11]([CH2:14][C:15]([O:17]C)=[O:16])=[CH:10][CH:9]=1)=[O:7]. (2) Given the product [O:1]=[C:2]1[C:11]2[C:6](=[CH:7][CH:8]=[CH:9][CH:10]=2)[N:5]=[C:4]([CH2:12][CH2:13][CH2:14][C:15]([N:25]2[CH2:30][CH2:29][CH:28]([C:31]3[O:35][C:34]([C:36]4[CH:43]=[CH:42][C:39]([C:40]#[N:41])=[CH:38][CH:37]=4)=[N:33][N:32]=3)[CH2:27][CH2:26]2)=[O:17])[NH:3]1, predict the reactants needed to synthesize it. The reactants are: [O:1]=[C:2]1[C:11]2[C:6](=[CH:7][CH:8]=[CH:9][CH:10]=2)[N:5]=[C:4]([CH2:12][CH2:13][CH2:14][C:15]([OH:17])=O)[NH:3]1.FC(F)(F)C(O)=O.[NH:25]1[CH2:30][CH2:29][CH:28]([C:31]2[O:35][C:34]([C:36]3[CH:43]=[CH:42][C:39]([C:40]#[N:41])=[CH:38][CH:37]=3)=[N:33][N:32]=2)[CH2:27][CH2:26]1. (3) Given the product [CH:24]1([S:27]([N:30]2[CH:34]=[C:33]([C:2]3[N:7]=[C:6]([NH:8][C:9]4[N:14]=[CH:13][C:12]5[N:15]=[C:16]([CH2:21][O:22][CH3:23])[N:17]([CH:18]([CH3:20])[CH3:19])[C:11]=5[CH:10]=4)[CH:5]=[CH:4][N:3]=3)[CH:32]=[N:31]2)(=[O:28])=[O:29])[CH2:26][CH2:25]1, predict the reactants needed to synthesize it. The reactants are: Cl[C:2]1[N:7]=[C:6]([NH:8][C:9]2[N:14]=[CH:13][C:12]3[N:15]=[C:16]([CH2:21][O:22][CH3:23])[N:17]([CH:18]([CH3:20])[CH3:19])[C:11]=3[CH:10]=2)[CH:5]=[CH:4][N:3]=1.[CH:24]1([S:27]([N:30]2[CH:34]=[C:33](B3OC(C)(C)C(C)(C)O3)[CH:32]=[N:31]2)(=[O:29])=[O:28])[CH2:26][CH2:25]1.C(=O)([O-])[O-].[Cs+].[Cs+]. (4) Given the product [C:24]([NH:27][C:15]1[CH:14]=[C:13]([N:11]2[CH:12]=[C:8]([C:3]3[CH:4]=[CH:5][CH:6]=[CH:7][C:2]=3[Cl:1])[C:9]([C:21]([NH2:23])=[O:22])=[CH:10]2)[C:18]([Cl:19])=[CH:17][N:16]=1)(=[O:26])[CH3:25].[NH2:27][C:15]1[CH:14]=[C:13]([N:11]2[CH:12]=[C:8]([C:3]3[CH:4]=[CH:5][CH:6]=[CH:7][C:2]=3[Cl:1])[C:9]([C:21]([NH2:23])=[O:22])=[CH:10]2)[C:18]([Cl:19])=[CH:17][N:16]=1, predict the reactants needed to synthesize it. The reactants are: [Cl:1][C:2]1[CH:7]=[CH:6][CH:5]=[CH:4][C:3]=1[C:8]1[C:9]([C:21]([NH2:23])=[O:22])=[CH:10][N:11]([C:13]2[C:18]([Cl:19])=[CH:17][N:16]=[C:15](Cl)[CH:14]=2)[CH:12]=1.[C:24]([NH2:27])(=[O:26])[CH3:25].CC1(C)C2C(=C(P(C3C=CC=CC=3)C3C=CC=CC=3)C=CC=2)OC2C(P(C3C=CC=CC=3)C3C=CC=CC=3)=CC=CC1=2.C(=O)([O-])[O-].[Cs+].[Cs+]. (5) Given the product [CH2:22]([O:24][C:25](=[O:31])/[CH:26]=[CH:27]/[C:28]([N:8]1[C:7]2[CH:10]=[CH:11][C:12]([CH3:14])=[CH:13][C:6]=2[O:5][CH:4]([CH:1]([CH3:3])[CH3:2])[CH2:9]1)=[O:29])[CH3:23], predict the reactants needed to synthesize it. The reactants are: [CH:1]([CH:4]1[CH2:9][NH:8][C:7]2[CH:10]=[CH:11][C:12]([CH3:14])=[CH:13][C:6]=2[O:5]1)([CH3:3])[CH3:2].C(N(CC)CC)C.[CH2:22]([O:24][C:25](=[O:31])/[CH:26]=[CH:27]/[C:28](Cl)=[O:29])[CH3:23]. (6) Given the product [N:37]1([CH2:36][CH2:35][CH2:34][NH:33][C:1]([CH:4]([CH2:26][C:27]2[CH:32]=[CH:31][CH:30]=[CH:29][CH:28]=2)[CH2:5][CH2:6][N:7]2[C:11]3[CH:12]=[CH:13][CH:14]=[C:15]([CH3:16])[C:10]=3[N:9]=[C:8]2[CH2:17][O:18][C:19]2[CH:20]=[CH:21][C:22]([Cl:25])=[CH:23][CH:24]=2)=[O:3])[CH2:42][CH2:41][CH2:40][CH2:39][CH2:38]1, predict the reactants needed to synthesize it. The reactants are: [C:1]([CH:4]([CH2:26][C:27]1[CH:32]=[CH:31][CH:30]=[CH:29][CH:28]=1)[CH2:5][CH2:6][N:7]1[C:11]2[CH:12]=[CH:13][CH:14]=[C:15]([CH3:16])[C:10]=2[N:9]=[C:8]1[CH2:17][O:18][C:19]1[CH:24]=[CH:23][C:22]([Cl:25])=[CH:21][CH:20]=1)([OH:3])=O.[NH2:33][CH2:34][CH2:35][CH2:36][N:37]1[CH2:42][CH2:41][CH2:40][CH2:39][CH2:38]1.ON1C2C=CC=CC=2N=N1.C1(N=C=NC2CCCCC2)CCCCC1. (7) Given the product [CH3:1][O:2][C:3]([C:5]1[C:6]([OH:30])=[C:7]2[C:12](=[C:13]([C:36]3[CH:35]=[N:34][CH:33]=[C:32]([F:31])[CH:37]=3)[N:14]=1)[N:11]([CH2:16][C:17]1[CH:22]=[CH:21][CH:20]=[CH:19][CH:18]=1)[C:10](=[O:23])[C:9]([C:24]1[CH:29]=[CH:28][CH:27]=[CH:26][CH:25]=1)=[CH:8]2)=[O:4], predict the reactants needed to synthesize it. The reactants are: [CH3:1][O:2][C:3]([C:5]1[C:6]([OH:30])=[C:7]2[C:12](=[C:13](Br)[N:14]=1)[N:11]([CH2:16][C:17]1[CH:22]=[CH:21][CH:20]=[CH:19][CH:18]=1)[C:10](=[O:23])[C:9]([C:24]1[CH:29]=[CH:28][CH:27]=[CH:26][CH:25]=1)=[CH:8]2)=[O:4].[F:31][C:32]1[CH:33]=[N:34][CH:35]=[C:36]([Sn](CCCC)(CCCC)CCCC)[CH:37]=1.CCOC(C)=O.Cl. (8) Given the product [N+:9]([C:5]1[CH:4]=[N:3][C:2]2[NH:1][CH:25]([CH2:26][OH:27])[CH2:24][O:8][C:7]=2[CH:6]=1)([O-:11])=[O:10], predict the reactants needed to synthesize it. The reactants are: [NH2:1][C:2]1[C:7]([OH:8])=[CH:6][C:5]([N+:9]([O-:11])=[O:10])=[CH:4][N:3]=1.CN(C)C=O.C(=O)([O-])[O-].[K+].[K+].Br[CH2:24][CH:25]1[O:27][CH2:26]1.